From a dataset of Catalyst prediction with 721,799 reactions and 888 catalyst types from USPTO. Predict which catalyst facilitates the given reaction. (1) Reactant: [Cl:1][C:2]1[CH:3]=[C:4](C=O)[CH:5]=[N:6][C:7]=1[I:8].[CH:11](OC)([O:14][CH3:15])[O:12][CH3:13].Cl.C(Cl)Cl. Product: [CH3:13][O:12][CH:11]([O:14][CH3:15])[C:4]1[CH:3]=[C:2]([Cl:1])[C:7]([I:8])=[N:6][CH:5]=1. The catalyst class is: 5. (2) Reactant: [I:1][C:2]1[CH:3]=[C:4]2[N:10]=[C:9]([NH:11]C(=O)OCC)[N:8]([CH:17]([C:19]3[CH:24]=[CH:23][C:22]([O:25][CH2:26][C:27]4[CH:28]=[N:29][C:30]([C:33]([F:36])([F:35])[F:34])=[CH:31][CH:32]=4)=[C:21]([O:37][CH3:38])[CH:20]=3)[CH3:18])[C:5]2=[N:6][CH:7]=1.[O-]P([O-])([O-])=O.[K+].[K+].[K+]. Product: [I:1][C:2]1[CH:3]=[C:4]2[N:10]=[C:9]([NH2:11])[N:8]([CH:17]([C:19]3[CH:24]=[CH:23][C:22]([O:25][CH2:26][C:27]4[CH:28]=[N:29][C:30]([C:33]([F:34])([F:35])[F:36])=[CH:31][CH:32]=4)=[C:21]([O:37][CH3:38])[CH:20]=3)[CH3:18])[C:5]2=[N:6][CH:7]=1. The catalyst class is: 40. (3) The catalyst class is: 123. Reactant: C(O[CH:5]([C:24]1(Br)[C:30](=[O:31])[N:29]2[C@@H:25]1[S:26][CH:27]=[C:28]2[C:32]([O:34]CC1C=CC([N+]([O-])=O)=CC=1)=[O:33])[C:6]1[N:23]=[C:9]2[N:10]=[CH:11][C:12]3[CH2:17][N:16]([C:18]([O:20][CH2:21][CH3:22])=[O:19])[CH2:15][CH2:14][C:13]=3[N:8]2[N:7]=1)(=O)C.C(#N)C. Product: [CH2:21]([O:20][C:18]([N:16]1[CH2:15][CH2:14][C:13]2[N:8]3[N:7]=[C:6](/[CH:5]=[C:24]4\[C@@H:25]5[N:29]([C:30]\4=[O:31])[C:28]([C:32]([OH:34])=[O:33])=[CH:27][S:26]5)[N:23]=[C:9]3[N:10]=[CH:11][C:12]=2[CH2:17]1)=[O:19])[CH3:22]. (4) Reactant: [CH3:1][CH:2]1[CH2:7][CH2:6][CH2:5][CH:4]([CH3:8])[C:3]1=[O:9].O.O.O.O.O.O.C(O[O-])(=O)C1C(=CC=CC=1)C([O-])=[O:20].[Mg+2].C(=O)(O)[O-].[Na+]. Product: [CH3:8][CH:4]1[CH2:5][CH2:6][CH2:7][CH:2]([CH3:1])[O:20][C:3]1=[O:9]. The catalyst class is: 24. (5) Reactant: [CH3:1][N:2]1[C:6]([C:7]2[CH:8]=[C:9]([NH2:22])[CH:10]=[CH:11][C:12]=2[O:13][CH2:14][CH2:15][N:16]2[CH2:21][CH2:20][CH2:19][CH2:18][CH2:17]2)=[CH:5][CH:4]=[N:3]1.[F:23][C:24]1[CH:29]=[CH:28][CH:27]=[CH:26][C:25]=1[N:30]=[C:31]=[O:32]. Product: [F:23][C:24]1[CH:29]=[CH:28][CH:27]=[CH:26][C:25]=1[NH:30][C:31]([NH:22][C:9]1[CH:10]=[CH:11][C:12]([O:13][CH2:14][CH2:15][N:16]2[CH2:21][CH2:20][CH2:19][CH2:18][CH2:17]2)=[C:7]([C:6]2[N:2]([CH3:1])[N:3]=[CH:4][CH:5]=2)[CH:8]=1)=[O:32]. The catalyst class is: 2. (6) Reactant: C(O)(C(F)(F)F)=O.C([O:12][C:13](=[O:35])[CH2:14][C@@H:15]([C:20]([N:22]1[C@H:26]([CH2:27][C:28]2[CH:33]=[CH:32][CH:31]=[CH:30][CH:29]=2)[CH2:25][O:24][C:23]1=[O:34])=[O:21])[C:16]([CH3:19])([CH3:18])[CH3:17])(C)(C)C. Product: [CH2:27]([C@@H:26]1[CH2:25][O:24][C:23](=[O:34])[N:22]1[C:20]([C@@H:15]([C:16]([CH3:19])([CH3:18])[CH3:17])[CH2:14][C:13]([OH:35])=[O:12])=[O:21])[C:28]1[CH:33]=[CH:32][CH:31]=[CH:30][CH:29]=1. The catalyst class is: 2. (7) Reactant: C(O)(C(F)(F)F)=O.[N:8]1[CH:13]=[CH:12][CH:11]=[C:10]([N:14]2[CH2:30][CH2:29][C:17]3([CH2:21][N:20](C(OC(C)(C)C)=O)[CH2:19][CH2:18]3)[CH2:16][CH2:15]2)[CH:9]=1. Product: [N:8]1[CH:13]=[CH:12][CH:11]=[C:10]([N:14]2[CH2:30][CH2:29][C:17]3([CH2:21][NH:20][CH2:19][CH2:18]3)[CH2:16][CH2:15]2)[CH:9]=1. The catalyst class is: 2.